Dataset: NCI-60 drug combinations with 297,098 pairs across 59 cell lines. Task: Regression. Given two drug SMILES strings and cell line genomic features, predict the synergy score measuring deviation from expected non-interaction effect. (1) Drug 1: C1CCC(CC1)NC(=O)N(CCCl)N=O. Drug 2: C1CN1P(=S)(N2CC2)N3CC3. Cell line: EKVX. Synergy scores: CSS=6.53, Synergy_ZIP=-4.05, Synergy_Bliss=-1.99, Synergy_Loewe=-3.74, Synergy_HSA=-1.12. (2) Drug 1: CCC(=C(C1=CC=CC=C1)C2=CC=C(C=C2)OCCN(C)C)C3=CC=CC=C3.C(C(=O)O)C(CC(=O)O)(C(=O)O)O. Drug 2: N.N.Cl[Pt+2]Cl. Cell line: SW-620. Synergy scores: CSS=23.1, Synergy_ZIP=-3.63, Synergy_Bliss=2.28, Synergy_Loewe=-2.57, Synergy_HSA=2.46. (3) Synergy scores: CSS=67.1, Synergy_ZIP=1.18, Synergy_Bliss=0.362, Synergy_Loewe=-17.0, Synergy_HSA=0.944. Drug 2: C1CN1C2=NC(=NC(=N2)N3CC3)N4CC4. Drug 1: CC1=C(C=C(C=C1)C(=O)NC2=CC(=CC(=C2)C(F)(F)F)N3C=C(N=C3)C)NC4=NC=CC(=N4)C5=CN=CC=C5. Cell line: MOLT-4. (4) Drug 1: CC1C(C(CC(O1)OC2CC(CC3=C2C(=C4C(=C3O)C(=O)C5=C(C4=O)C(=CC=C5)OC)O)(C(=O)CO)O)N)O.Cl. Drug 2: CC1C(C(CC(O1)OC2CC(CC3=C2C(=C4C(=C3O)C(=O)C5=CC=CC=C5C4=O)O)(C(=O)C)O)N)O. Cell line: A549. Synergy scores: CSS=65.9, Synergy_ZIP=-3.79, Synergy_Bliss=-1.67, Synergy_Loewe=2.05, Synergy_HSA=4.15. (5) Drug 1: C1=CC(=CC=C1CCC2=CNC3=C2C(=O)NC(=N3)N)C(=O)NC(CCC(=O)O)C(=O)O. Drug 2: CN(C)C1=NC(=NC(=N1)N(C)C)N(C)C. Cell line: COLO 205. Synergy scores: CSS=34.3, Synergy_ZIP=3.86, Synergy_Bliss=3.61, Synergy_Loewe=-21.1, Synergy_HSA=-0.348. (6) Drug 1: C1=NC2=C(N1)C(=S)N=CN2. Drug 2: CCCCCOC(=O)NC1=NC(=O)N(C=C1F)C2C(C(C(O2)C)O)O. Cell line: A549. Synergy scores: CSS=-2.08, Synergy_ZIP=1.19, Synergy_Bliss=1.37, Synergy_Loewe=-4.32, Synergy_HSA=-2.32. (7) Drug 1: C1CCC(CC1)NC(=O)N(CCCl)N=O. Drug 2: C1=NC(=NC(=O)N1C2C(C(C(O2)CO)O)O)N. Cell line: MDA-MB-231. Synergy scores: CSS=23.0, Synergy_ZIP=2.49, Synergy_Bliss=4.07, Synergy_Loewe=3.01, Synergy_HSA=3.65. (8) Drug 1: C1=NC2=C(N1)C(=S)N=CN2. Drug 2: C1CN(CCN1C(=O)CCBr)C(=O)CCBr. Cell line: HS 578T. Synergy scores: CSS=27.6, Synergy_ZIP=-8.01, Synergy_Bliss=-0.649, Synergy_Loewe=-1.67, Synergy_HSA=2.23. (9) Drug 1: CC=C1C(=O)NC(C(=O)OC2CC(=O)NC(C(=O)NC(CSSCCC=C2)C(=O)N1)C(C)C)C(C)C. Drug 2: CS(=O)(=O)OCCCCOS(=O)(=O)C. Cell line: HCC-2998. Synergy scores: CSS=33.9, Synergy_ZIP=-1.12, Synergy_Bliss=-2.65, Synergy_Loewe=-31.5, Synergy_HSA=-3.09.